Dataset: Catalyst prediction with 721,799 reactions and 888 catalyst types from USPTO. Task: Predict which catalyst facilitates the given reaction. (1) Product: [CH2:1]([N:8]1[CH:13]=[CH:12][CH:11]=[C:10]([C:14]([NH:16][C@@H:17]([CH2:22][CH2:23][CH2:24][CH2:25][NH:26][C:27]([NH:29][S:30]([C:33]2[C:34]([CH3:47])=[C:35]3[C:40](=[C:41]([CH3:44])[C:42]=2[CH3:43])[O:39][C:38]([CH3:45])([CH3:46])[CH2:37][CH2:36]3)(=[O:31])=[O:32])=[NH:28])[C:18]([OH:20])=[O:19])=[O:15])[C:9]1=[O:48])[C:2]1[CH:3]=[CH:4][CH:5]=[CH:6][CH:7]=1. Reactant: [CH2:1]([N:8]1[CH:13]=[CH:12][CH:11]=[C:10]([C:14]([NH:16][C@@H:17]([CH2:22][CH2:23][CH2:24][CH2:25][NH:26][C:27]([NH:29][S:30]([C:33]2[C:34]([CH3:47])=[C:35]3[C:40](=[C:41]([CH3:44])[C:42]=2[CH3:43])[O:39][C:38]([CH3:46])([CH3:45])[CH2:37][CH2:36]3)(=[O:32])=[O:31])=[NH:28])[C:18]([O:20]C)=[O:19])=[O:15])[C:9]1=[O:48])[C:2]1[CH:7]=[CH:6][CH:5]=[CH:4][CH:3]=1.[OH-].[Na+]. The catalyst class is: 24. (2) Reactant: C(N(CC)CC)C.[F:8][C:9]1[CH:17]=[C:16]2[C:12]([C:13]([CH:25]=[O:26])=[CH:14][N:15]2C(OC(C)(C)C)=O)=[CH:11][CH:10]=1.[CH:27](=[N:34][C:35]1[CH:40]=[N:39][CH:38]=[C:37]([O:41][CH3:42])[N:36]=1)[C:28]1[CH:33]=[CH:32][CH:31]=[CH:30][CH:29]=1. Product: [F:8][C:9]1[CH:17]=[C:16]2[C:12]([C:13]([C:25](=[O:26])[CH:27]([NH:34][C:35]3[CH:40]=[N:39][CH:38]=[C:37]([O:41][CH3:42])[N:36]=3)[C:28]3[CH:33]=[CH:32][CH:31]=[CH:30][CH:29]=3)=[CH:14][NH:15]2)=[CH:11][CH:10]=1. The catalyst class is: 433. (3) The catalyst class is: 6. Product: [Cl:21][C:19]1[S:20][C:62]2[NH:60][C:59]([C:66](=[O:67])[NH:23][CH:24]3[CH2:33][C:32]4[C:27](=[CH:28][CH:29]=[CH:30][CH:31]=4)[NH:26][C:25]3=[O:34])=[CH:58][C:57]=2[CH:18]=1. Reactant: C(CNC(C1NC2[C:18](Cl)=[C:19]([Cl:21])[S:20]C=2C=1)=O)(=O)C1C=CC=CC=1.[NH2:23][CH:24]1[CH2:33][C:32]2[C:27](=[CH:28][CH:29]=[CH:30][CH:31]=2)[NH:26][C:25]1=[O:34].C1C=CC2N(O)N=NC=2C=1.CCN(CC)CC.CCN=C=N[CH2:57][CH2:58][CH2:59][N:60]([CH3:62])C.CN([CH:66]=[O:67])C.